Dataset: Full USPTO retrosynthesis dataset with 1.9M reactions from patents (1976-2016). Task: Predict the reactants needed to synthesize the given product. (1) The reactants are: [OH:1][CH2:2][CH2:3][CH2:4][CH2:5][CH2:6][CH2:7][O:8][C:9]1[CH:14]=[CH:13][C:12]([C:15]2[CH:20]=[CH:19][C:18]([C:21]#N)=[CH:17][CH:16]=2)=[CH:11][CH:10]=1.[OH-:23].[K+].[OH2:25]. Given the product [OH:1][CH2:2][CH2:3][CH2:4][CH2:5][CH2:6][CH2:7][O:8][C:9]1[CH:14]=[CH:13][C:12]([C:15]2[CH:20]=[CH:19][C:18]([C:21]([OH:25])=[O:23])=[CH:17][CH:16]=2)=[CH:11][CH:10]=1, predict the reactants needed to synthesize it. (2) Given the product [CH2:1]([O:8][C:9]1[CH:10]=[C:11]2[C:15](=[CH:16][CH:17]=1)[NH:14][C:13]([C:18]([OH:20])=[O:19])=[C:12]2[CH:22]([N:29]([CH3:31])[CH3:30])[C:23]1[CH:28]=[CH:27][CH:26]=[CH:25][CH:24]=1)[C:2]1[CH:7]=[CH:6][CH:5]=[CH:4][CH:3]=1, predict the reactants needed to synthesize it. The reactants are: [CH2:1]([O:8][C:9]1[CH:10]=[C:11]2[C:15](=[CH:16][CH:17]=1)[NH:14][C:13]([C:18]([OH:20])=[O:19])=[CH:12]2)[C:2]1[CH:7]=[CH:6][CH:5]=[CH:4][CH:3]=1.[Cl-].[CH:22](=[N+:29]([CH3:31])[CH3:30])[C:23]1[CH:28]=[CH:27][CH:26]=[CH:25][CH:24]=1. (3) Given the product [NH2:23][CH2:22][CH2:21][CH:20]([C:17]1[O:18][CH:19]=[C:15](/[CH:14]=[CH:13]/[CH:7]2[CH2:12][CH2:11][CH2:10][CH2:9][CH2:8]2)[CH:16]=1)[OH:24], predict the reactants needed to synthesize it. The reactants are: [H-].[H-].[H-].[H-].[Li+].[Al+3].[CH:7]1(/[CH:13]=[CH:14]/[C:15]2[CH:16]=[C:17]([CH:20]([OH:24])[CH2:21][C:22]#[N:23])[O:18][CH:19]=2)[CH2:12][CH2:11][CH2:10][CH2:9][CH2:8]1.N.CO.C(Cl)Cl. (4) Given the product [Si:35]([O:34][CH:10]([CH2:11][O:12][C:13]1[CH:18]=[CH:17][CH:16]=[C:15]([C:19]2[N:24]=[C:23]3[N:25]([CH:28]([CH3:29])[CH3:30])[N:26]=[CH:27][C:22]3=[C:21]([C:31](=[O:33])[NH:43][CH2:44][CH:45]3[C:50]([CH3:51])=[CH:49][C:48]([CH3:52])=[N:47][C:46]3=[O:53])[CH:20]=2)[CH:14]=1)[CH2:9][N:8]([CH3:42])[C:6](=[O:7])[O:5][C:1]([CH3:3])([CH3:4])[CH3:2])([C:38]([CH3:39])([CH3:40])[CH3:41])([CH3:36])[CH3:37], predict the reactants needed to synthesize it. The reactants are: [C:1]([O:5][C:6]([N:8]([CH3:42])[CH2:9][CH:10]([O:34][Si:35]([C:38]([CH3:41])([CH3:40])[CH3:39])([CH3:37])[CH3:36])[CH2:11][O:12][C:13]1[CH:14]=[C:15]([C:19]2[CH:20]=[C:21]([C:31]([OH:33])=O)[C:22]3[CH:27]=[N:26][N:25]([CH:28]([CH3:30])[CH3:29])[C:23]=3[N:24]=2)[CH:16]=[CH:17][CH:18]=1)=[O:7])([CH3:4])([CH3:3])[CH3:2].[NH2:43][CH2:44][CH:45]1[C:50]([CH3:51])=[CH:49][C:48]([CH3:52])=[N:47][C:46]1=[O:53].C1C=CC2N(O)N=NC=2C=1.CN(C(ON1N=NC2C=CC=NC1=2)=[N+](C)C)C.F[P-](F)(F)(F)(F)F.CCN(CC)CC. (5) Given the product [CH3:19][S:20]([NH:23][C:28]1[S:32][C:31]([C:33]([O:35][C:36]([CH3:39])([CH3:38])[CH3:37])=[O:34])=[CH:30][CH:29]=1)(=[O:21])=[O:22], predict the reactants needed to synthesize it. The reactants are: NC1SC(C(OC(C)(C)C)=O)=CC=1.CS(Cl)(=O)=O.[CH3:19][S:20]([N:23]([C:28]1[S:32][C:31]([C:33]([O:35][C:36]([CH3:39])([CH3:38])[CH3:37])=[O:34])=[CH:30][CH:29]=1)S(C)(=O)=O)(=[O:22])=[O:21]. (6) The reactants are: COC1C=C(OC)C=CC=1C[N:6]([C:31]1[S:35][N:34]=[CH:33][N:32]=1)[S:7]([C:10]1[CH:15]=[C:14]([F:16])[C:13]([O:17][C@@H:18]2[CH2:23][CH2:22][CH2:21][CH2:20][C@@H:19]2[C:24]2[CH:29]=[CH:28][CH:27]=[CH:26][CH:25]=2)=[CH:12][C:11]=1[F:30])(=[O:9])=[O:8].C([SiH](CC)CC)C.FC(F)(F)C(O)=O. Given the product [F:30][C:11]1[CH:12]=[C:13]([O:17][C@@H:18]2[CH2:23][CH2:22][CH2:21][CH2:20][C@@H:19]2[C:24]2[CH:25]=[CH:26][CH:27]=[CH:28][CH:29]=2)[C:14]([F:16])=[CH:15][C:10]=1[S:7]([NH:6][C:31]1[S:35][N:34]=[CH:33][N:32]=1)(=[O:9])=[O:8], predict the reactants needed to synthesize it.